From a dataset of NCI-60 drug combinations with 297,098 pairs across 59 cell lines. Regression. Given two drug SMILES strings and cell line genomic features, predict the synergy score measuring deviation from expected non-interaction effect. (1) Drug 1: CN1CCC(CC1)COC2=C(C=C3C(=C2)N=CN=C3NC4=C(C=C(C=C4)Br)F)OC. Drug 2: C1CC(C1)(C(=O)O)C(=O)O.[NH2-].[NH2-].[Pt+2]. Cell line: A549. Synergy scores: CSS=26.0, Synergy_ZIP=-6.78, Synergy_Bliss=1.29, Synergy_Loewe=-0.487, Synergy_HSA=4.24. (2) Drug 1: C1=NC(=NC(=O)N1C2C(C(C(O2)CO)O)O)N. Drug 2: C1=CN(C=N1)CC(O)(P(=O)(O)O)P(=O)(O)O. Synergy scores: CSS=23.3, Synergy_ZIP=-5.37, Synergy_Bliss=2.38, Synergy_Loewe=-2.70, Synergy_HSA=0.956. Cell line: NCI-H322M. (3) Drug 1: COC1=C(C=C2C(=C1)N=CN=C2NC3=CC(=C(C=C3)F)Cl)OCCCN4CCOCC4. Drug 2: CCC(=C(C1=CC=CC=C1)C2=CC=C(C=C2)OCCN(C)C)C3=CC=CC=C3.C(C(=O)O)C(CC(=O)O)(C(=O)O)O. Cell line: A498. Synergy scores: CSS=29.9, Synergy_ZIP=-0.163, Synergy_Bliss=0.0666, Synergy_Loewe=0.364, Synergy_HSA=1.72. (4) Drug 1: C1CCN(CC1)CCOC2=CC=C(C=C2)C(=O)C3=C(SC4=C3C=CC(=C4)O)C5=CC=C(C=C5)O. Drug 2: CC1=C2C(C(=O)C3(C(CC4C(C3C(C(C2(C)C)(CC1OC(=O)C(C(C5=CC=CC=C5)NC(=O)C6=CC=CC=C6)O)O)OC(=O)C7=CC=CC=C7)(CO4)OC(=O)C)O)C)OC(=O)C. Cell line: NCI-H522. Synergy scores: CSS=58.3, Synergy_ZIP=0.0329, Synergy_Bliss=-1.39, Synergy_Loewe=-51.4, Synergy_HSA=-4.11.